From a dataset of NCI-60 drug combinations with 297,098 pairs across 59 cell lines. Regression. Given two drug SMILES strings and cell line genomic features, predict the synergy score measuring deviation from expected non-interaction effect. (1) Drug 2: CC1C(C(CC(O1)OC2CC(CC3=C2C(=C4C(=C3O)C(=O)C5=C(C4=O)C(=CC=C5)OC)O)(C(=O)CO)O)N)O.Cl. Cell line: HCT116. Synergy scores: CSS=50.1, Synergy_ZIP=-13.7, Synergy_Bliss=-23.2, Synergy_Loewe=-18.3, Synergy_HSA=-16.7. Drug 1: C1=C(C(=O)NC(=O)N1)F. (2) Drug 1: C1CC(=O)NC(=O)C1N2CC3=C(C2=O)C=CC=C3N. Drug 2: C1CNP(=O)(OC1)N(CCCl)CCCl. Cell line: NCI/ADR-RES. Synergy scores: CSS=6.33, Synergy_ZIP=0.0115, Synergy_Bliss=5.00, Synergy_Loewe=2.92, Synergy_HSA=1.49.